Dataset: Forward reaction prediction with 1.9M reactions from USPTO patents (1976-2016). Task: Predict the product of the given reaction. (1) Given the reactants [N:1]1[CH:6]=[CH:5][C:4]([OH:7])=[CH:3][CH:2]=1.F[C:9]1[CH:14]=[CH:13][C:12]([N+:15]([O-:17])=[O:16])=[CH:11][CH:10]=1.C([O-])([O-])=O.[Cs+].[Cs+].O, predict the reaction product. The product is: [N+:15]([C:12]1[CH:13]=[CH:14][C:9]([N:1]2[CH:6]=[CH:5][C:4](=[O:7])[CH:3]=[CH:2]2)=[CH:10][CH:11]=1)([O-:17])=[O:16]. (2) Given the reactants [C:1]([O:5][C:6](=[O:21])[C:7]1[CH:12]=[CH:11][C:10]([N:13]2[CH2:18][CH2:17][N:16]([CH3:19])[CH2:15][CH2:14]2)=[CH:9][C:8]=1[NH2:20])([CH3:4])([CH3:3])[CH3:2].[O:22]1[CH2:27][CH2:26][C:25](=O)[CH2:24][CH2:23]1.FC(F)(F)C(O)=O.C(O[BH-](OC(=O)C)OC(=O)C)(=O)C.C[N+](C)(C)C, predict the reaction product. The product is: [C:1]([O:5][C:6](=[O:21])[C:7]1[CH:12]=[CH:11][C:10]([N:13]2[CH2:18][CH2:17][N:16]([CH3:19])[CH2:15][CH2:14]2)=[CH:9][C:8]=1[NH:20][CH:25]1[CH2:26][CH2:27][O:22][CH2:23][CH2:24]1)([CH3:4])([CH3:2])[CH3:3].